This data is from Forward reaction prediction with 1.9M reactions from USPTO patents (1976-2016). The task is: Predict the product of the given reaction. Given the reactants [OH:1][CH:2]1[CH2:7][CH2:6][N:5]([C:8]2[N:13]=[CH:12][C:11]([C:14]3[N:15]=[N:16][N:17]([CH2:19][C:20]([O:22]CC)=[O:21])[N:18]=3)=[CH:10][N:9]=2)[CH2:4][CH2:3]1.[Cl:25][C:26]1[CH:31]=[CH:30][C:29]([F:32])=[CH:28][C:27]=1O.C1(P(C2C=CC=CC=2)C2C=CC=CC=2)C=CC=CC=1.N(C(OCC)=O)=NC(OCC)=O, predict the reaction product. The product is: [Cl:25][C:26]1[CH:31]=[CH:30][C:29]([F:32])=[CH:28][C:27]=1[O:1][CH:2]1[CH2:3][CH2:4][N:5]([C:8]2[N:13]=[CH:12][C:11]([C:14]3[N:15]=[N:16][N:17]([CH2:19][C:20]([OH:22])=[O:21])[N:18]=3)=[CH:10][N:9]=2)[CH2:6][CH2:7]1.